Dataset: Reaction yield outcomes from USPTO patents with 853,638 reactions. Task: Predict the reaction yield, written as a fraction of the theoretical maximum amount of product (1.0 means a 100% yield; for example, 0.34 means a 34% yield). The reactants are F[C:2]1[N:7]=[CH:6][C:5]([CH:8]([N:10]2[CH2:15][CH2:14][O:13][CH2:12][CH2:11]2)[CH3:9])=[CH:4][C:3]=1[C:16]1[N:24]=[C:23]([CH3:25])[N:22]=[C:21]2[C:17]=1[N:18]=[CH:19][N:20]2[CH:26]1[CH2:31][CH2:30][CH2:29][CH2:28][O:27]1.[NH2:32][C:33]1[CH:34]=[C:35]([NH:40][S:41]([CH3:44])(=[O:43])=[O:42])[C:36]([Cl:39])=[N:37][CH:38]=1.C[Si]([N-][Si](C)(C)C)(C)C.[Na+]. The catalyst is C1COCC1. The product is [Cl:39][C:36]1[C:35]([NH:40][S:41]([CH3:44])(=[O:43])=[O:42])=[CH:34][C:33]([NH:32][C:2]2[C:3]([C:16]3[N:24]=[C:23]([CH3:25])[N:22]=[C:21]4[C:17]=3[N:18]=[CH:19][N:20]4[CH:26]3[CH2:31][CH2:30][CH2:29][CH2:28][O:27]3)=[CH:4][C:5]([CH:8]([N:10]3[CH2:15][CH2:14][O:13][CH2:12][CH2:11]3)[CH3:9])=[CH:6][N:7]=2)=[CH:38][N:37]=1. The yield is 0.730.